From a dataset of Reaction yield outcomes from USPTO patents with 853,638 reactions. Predict the reaction yield, written as a fraction of the theoretical maximum amount of product (1.0 means a 100% yield; for example, 0.34 means a 34% yield). (1) The reactants are C([O:5][C:6](=[O:28])[CH2:7][N:8]([C:11]([O:13][CH2:14][CH:15]1[C:27]2[C:22](=[CH:23][CH:24]=[CH:25][CH:26]=2)[C:21]2[C:16]1=[CH:17][CH:18]=[CH:19][CH:20]=2)=[O:12])[NH:9][CH3:10])(C)(C)C. The catalyst is Cl. The product is [C:11]([N:8]([CH2:7][C:6]([OH:28])=[O:5])[NH:9][CH3:10])([O:13][CH2:14][CH:15]1[C:27]2[C:22](=[CH:23][CH:24]=[CH:25][CH:26]=2)[C:21]2[C:16]1=[CH:17][CH:18]=[CH:19][CH:20]=2)=[O:12]. The yield is 0.720. (2) The product is [ClH:3].[NH2:5][C@@H:6]([CH:11]([CH3:13])[CH3:12])[CH2:7][C:8]([O:10][CH3:14])=[O:9]. The reactants are S(Cl)([Cl:3])=O.[NH2:5][C@@H:6]([CH:11]([CH3:13])[CH3:12])[CH2:7][C:8]([OH:10])=[O:9].[CH3:14]O. No catalyst specified. The yield is 0.800. (3) The reactants are [C:1]([C:5]1[CH:12]=[CH:11][C:8]([CH2:9][NH2:10])=[CH:7][CH:6]=1)([CH3:4])([CH3:3])[CH3:2].[F:13][C:14]([F:40])([F:39])[C:15]1[CH:20]=[CH:19][C:18]([C:21]2[C:22]([C:27]([NH:29][C:30]3[CH:31]=[C:32]([C:36](O)=[O:37])[N:33]([CH3:35])[CH:34]=3)=[O:28])=[CH:23][CH:24]=[CH:25][CH:26]=2)=[CH:17][CH:16]=1.CN(C(ON1N=NC2C=CC=CC1=2)=[N+](C)C)C.[B-](F)(F)(F)F.C(N(C(C)C)C(C)C)C. The catalyst is CN(C)C=O.ClCCl.C(O)C. The product is [C:1]([C:5]1[CH:6]=[CH:7][C:8]([CH2:9][NH:10][C:36]([C:32]2[N:33]([CH3:35])[CH:34]=[C:30]([NH:29][C:27]([C:22]3[C:21]([C:18]4[CH:17]=[CH:16][C:15]([C:14]([F:40])([F:13])[F:39])=[CH:20][CH:19]=4)=[CH:26][CH:25]=[CH:24][CH:23]=3)=[O:28])[CH:31]=2)=[O:37])=[CH:11][CH:12]=1)([CH3:4])([CH3:2])[CH3:3]. The yield is 1.00. (4) The reactants are [CH3:1][N:2]1[CH2:7][CH2:6][N:5]([C:8]2[CH:13]=[CH:12][N:11]=[CH:10][C:9]=2[N+:14]([O-:16])=[O:15])[CH2:4][CH:3]1[CH2:17][OH:18].[H-].[Na+].[CH3:21]I. The catalyst is CN(C=O)C. The product is [CH3:21][O:18][CH2:17][CH:3]1[CH2:4][N:5]([C:8]2[CH:13]=[CH:12][N:11]=[CH:10][C:9]=2[N+:14]([O-:16])=[O:15])[CH2:6][CH2:7][N:2]1[CH3:1]. The yield is 0.320. (5) The reactants are [C:1]([C:5]1[CH:10]=[C:9]([Br:11])[C:8]([N+:12]([O-:14])=[O:13])=[CH:7][C:6]=1[OH:15])([CH3:4])([CH3:3])[CH3:2].C([O-])([O-])=O.[Cs+].[Cs+].[CH2:22](Br)[C:23]1[CH:28]=[CH:27][CH:26]=[CH:25][CH:24]=1. The catalyst is CN(C=O)C.O. The product is [C:1]([C:5]1[CH:10]=[C:9]([Br:11])[C:8]([N+:12]([O-:14])=[O:13])=[CH:7][C:6]=1[O:15][CH2:22][C:23]1[CH:28]=[CH:27][CH:26]=[CH:25][CH:24]=1)([CH3:4])([CH3:2])[CH3:3]. The yield is 0.940.